Dataset: Full USPTO retrosynthesis dataset with 1.9M reactions from patents (1976-2016). Task: Predict the reactants needed to synthesize the given product. Given the product [CH3:1][O:2][C:3]1[C:8]2[O:9][C:10]3[CH:15]=[CH:14][C:13]([C:32]#[N:33])=[CH:12][C:11]=3[C:7]=2[C:6]([C:17]([OH:19])=[O:18])=[CH:5][CH:4]=1, predict the reactants needed to synthesize it. The reactants are: [CH3:1][O:2][C:3]1[C:8]2[O:9][C:10]3[CH:15]=[CH:14][C:13](N)=[CH:12][C:11]=3[C:7]=2[C:6]([C:17]([OH:19])=[O:18])=[CH:5][CH:4]=1.Cl.O.N([O-])=O.[Na+].C(=O)([O-])[O-].[Na+].[Na+].[C:32]([Cu])#[N:33].[C-]#N.[Na+].